This data is from Catalyst prediction with 721,799 reactions and 888 catalyst types from USPTO. The task is: Predict which catalyst facilitates the given reaction. (1) Reactant: Br[C:2]1[CH:7]=[C:6]([C:8]([O:10]C)=O)[N:5]=[C:4]([C:12]([O:14][CH3:15])=[O:13])[CH:3]=1.[BH4-].[Na+].[B:18]1([B:18]2[O:22][C:21]([CH3:24])([CH3:23])[C:20]([CH3:26])([CH3:25])[O:19]2)[O:22][C:21]([CH3:24])([CH3:23])[C:20]([CH3:26])([CH3:25])[O:19]1. Product: [CH:8]([C:6]1[N:5]=[C:4]([C:12]([O:14][CH3:15])=[O:13])[CH:3]=[C:2]([B:18]2[O:22][C:21]([CH3:24])([CH3:23])[C:20]([CH3:26])([CH3:25])[O:19]2)[CH:7]=1)=[O:10]. The catalyst class is: 73. (2) Reactant: Cl.[F:2][C:3]([F:13])([F:12])[C:4]1[CH:5]=[CH:6][C:7]([NH:10][NH2:11])=[N:8][CH:9]=1.[OH2:14].[OH-:15].[Na+].Cl. Product: [CH3:6][C:5]1[N:10]([C:7]2[CH:6]=[CH:5][C:4]([C:3]([F:2])([F:12])[F:13])=[CH:9][N:8]=2)[N:11]=[CH:3][C:4]=1[C:9]([OH:15])=[O:14]. The catalyst class is: 8. (3) Reactant: [CH3:1][O:2][C:3]1[CH:4]=[CH:5][C:6]2[N:11]=[CH:10][C:9](=[O:12])[NH:8][C:7]=2[N:13]=1.I[CH2:15][CH2:16][C@@H:17]1[CH2:21][O:20][C:19]([CH3:23])([CH3:22])[O:18]1.C(=O)([O-])[O-].[Cs+].[Cs+].O. Product: [CH3:22][C:19]1([CH3:23])[O:18][C@H:17]([CH2:16][CH2:15][N:8]2[C:9](=[O:12])[CH:10]=[N:11][C:6]3[CH:5]=[CH:4][C:3]([O:2][CH3:1])=[N:13][C:7]2=3)[CH2:21][O:20]1. The catalyst class is: 9. (4) Reactant: [Cl:1][C:2]1[CH:7]=[C:6]([O:8][C:9]2[CH:14]=[CH:13][C:12]([Cl:15])=[CH:11][CH:10]=2)[CH:5]=[CH:4][C:3]=1[C:16]([OH:27])([CH2:23][CH2:24][CH2:25][CH3:26])[CH2:17][N:18]1[CH:22]=[N:21][CH:20]=[N:19]1.[H-].[Na+].[CH3:30]I.O. Product: [Cl:1][C:2]1[CH:7]=[C:6]([O:8][C:9]2[CH:10]=[CH:11][C:12]([Cl:15])=[CH:13][CH:14]=2)[CH:5]=[CH:4][C:3]=1[C:16]([O:27][CH3:30])([CH2:23][CH2:24][CH2:25][CH3:26])[CH2:17][N:18]1[CH:22]=[N:21][CH:20]=[N:19]1. The catalyst class is: 266. (5) Reactant: O[C:2]1[CH:16]=[CH:15][C:5]([C:6]([C:8]2[CH:13]=[CH:12][C:11]([OH:14])=[CH:10][CH:9]=2)=[O:7])=[CH:4][CH:3]=1.[C:17](=[O:20])([O-])[O-].[K+].[K+].Br[CH2:24][CH2:25][CH2:26][CH2:27][CH2:28][CH2:29][CH2:30][CH2:31][Br:32]. Product: [Br:32][CH2:31][CH2:30][CH2:29][CH2:28][CH2:27][CH2:26][CH2:25][CH2:24][O:14][C:11]1[CH:12]=[CH:13][C:8]([C:6]([C:5]2[CH:15]=[CH:16][C:2]([O:20][CH2:17][CH2:25][CH2:26][CH2:27][CH2:28][CH2:29][CH2:30][CH2:31][Br:32])=[CH:3][CH:4]=2)=[O:7])=[CH:9][CH:10]=1. The catalyst class is: 21.